Regression. Given a peptide amino acid sequence and an MHC pseudo amino acid sequence, predict their binding affinity value. This is MHC class II binding data. From a dataset of Peptide-MHC class II binding affinity with 134,281 pairs from IEDB. (1) The peptide sequence is PASWKNNRIWLQFAK. The MHC is DRB1_0401 with pseudo-sequence DRB1_0401. The binding affinity (normalized) is 0.577. (2) The peptide sequence is VRKVCYNAVLTHVKIHHHHHH. The MHC is DRB4_0103 with pseudo-sequence DRB4_0103. The binding affinity (normalized) is 0.422. (3) The peptide sequence is SQDLELSWNLNHLQAY. The MHC is HLA-DQA10101-DQB10501 with pseudo-sequence HLA-DQA10101-DQB10501. The binding affinity (normalized) is 0.781. (4) The MHC is DRB5_0101 with pseudo-sequence DRB5_0101. The peptide sequence is GEVPSTEDLVNLLPAILSPG. The binding affinity (normalized) is 0.304.